From a dataset of Catalyst prediction with 721,799 reactions and 888 catalyst types from USPTO. Predict which catalyst facilitates the given reaction. (1) Reactant: Br[C:2]1[CH:3]=[CH:4][C:5]2[O:6][CH2:7][CH2:8][N:9]([S:12]([C:15]3[CH:16]=[C:17]([CH3:21])[CH:18]=[CH:19][CH:20]=3)(=[O:14])=[O:13])[C:10]=2[N:11]=1.C(=[NH:35])(C1C=CC=CC=1)C1C=CC=CC=1.CC(C)([O-])C.[Na+].CC1(C)C2C(=C(P(C3C=CC=CC=3)C3C=CC=CC=3)C=CC=2)OC2C(P(C3C=CC=CC=3)C3C=CC=CC=3)=CC=CC1=2. Product: [C:17]1([CH3:21])[CH:18]=[CH:19][CH:20]=[C:15]([S:12]([N:9]2[CH2:8][CH2:7][O:6][C:5]3[CH:4]=[CH:3][C:2]([NH2:35])=[N:11][C:10]2=3)(=[O:14])=[O:13])[CH:16]=1. The catalyst class is: 62. (2) Reactant: [CH2:1]([O:3][C:4]1[CH:5]=[C:6]([OH:10])[CH:7]=[CH:8][CH:9]=1)[CH3:2].F[C:12]1[CH:17]=[CH:16][C:15]([N+:18]([O-:20])=[O:19])=[CH:14][CH:13]=1.C(=O)([O-])[O-].[K+].[K+]. Product: [CH2:1]([O:3][C:4]1[CH:9]=[CH:8][CH:7]=[C:6]([O:10][C:12]2[CH:17]=[CH:16][C:15]([N+:18]([O-:20])=[O:19])=[CH:14][CH:13]=2)[CH:5]=1)[CH3:2]. The catalyst class is: 9. (3) Reactant: [Br:1][C:2]1[CH:3]=[C:4]2[C:9](=[CH:10][C:11]=1F)[CH:8]1[CH2:13][CH:6]([CH2:7]1)[C:5]2=O.CO.[NH2:17][OH:18].Cl.[OH-].[K+]. Product: [Br:1][C:2]1[CH:3]=[C:4]2[C:9](=[CH:10][CH:11]=1)[CH:8]1[CH2:13][CH:6]([CH2:7]1)[C:5]2=[N:17][OH:18]. The catalyst class is: 7. (4) Reactant: [CH2:1]([NH:3][CH2:4][CH3:5])[CH3:2].C([Li])CCCCC.C(O[C:16](=[O:20])[CH2:17][C:18]#[N:19])C. Product: [CH2:1]([N:3]([CH2:4][CH3:5])[C:16](=[O:20])[CH2:17][C:18]#[N:19])[CH3:2]. The catalyst class is: 1.